Dataset: Reaction yield outcomes from USPTO patents with 853,638 reactions. Task: Predict the reaction yield, written as a fraction of the theoretical maximum amount of product (1.0 means a 100% yield; for example, 0.34 means a 34% yield). (1) The reactants are [CH3:1][N:2]1[CH2:6][CH2:5][CH2:4][CH:3]1[CH2:7][CH2:8][N:9]1[C:18]2[C:13](=[CH:14][C:15]([N+:19]([O-])=O)=[CH:16][CH:17]=2)[CH2:12][CH2:11][C:10]1=[O:22].[H][H]. The catalyst is [Pd].C(O)C.CO.C(Cl)Cl. The product is [NH2:19][C:15]1[CH:14]=[C:13]2[C:18](=[CH:17][CH:16]=1)[N:9]([CH2:8][CH2:7][CH:3]1[CH2:4][CH2:5][CH2:6][N:2]1[CH3:1])[C:10](=[O:22])[CH2:11][CH2:12]2. The yield is 0.729. (2) No catalyst specified. The yield is 0.920. The product is [CH3:16][N:2]([CH3:1])[S:3]([C:6]1[CH:15]=[CH:14][C:9]2[N+:10]([CH2:24][CH2:17][CH2:18][CH2:19][S:20]([O-:23])(=[O:22])=[O:21])=[C:11]([CH3:13])[S:12][C:8]=2[CH:7]=1)(=[O:4])=[O:5]. The reactants are [CH3:1][N:2]([CH3:16])[S:3]([C:6]1[CH:15]=[CH:14][C:9]2[N:10]=[C:11]([CH3:13])[S:12][C:8]=2[CH:7]=1)(=[O:5])=[O:4].[CH2:17]1[CH2:24][O:23][S:20](=[O:22])(=[O:21])[CH2:19][CH2:18]1. (3) The catalyst is C(O)C.Cl. The reactants are ClCC([NH:5][CH2:6][C:7]1[CH:12]=[CH:11][C:10]([O:13][C:14]([F:17])([F:16])[F:15])=[CH:9][C:8]=1[OH:18])=O. The yield is 0.953. The product is [NH2:5][CH2:6][C:7]1[CH:12]=[CH:11][C:10]([O:13][C:14]([F:16])([F:17])[F:15])=[CH:9][C:8]=1[OH:18]. (4) The reactants are [CH3:1][N:2]1[CH:10]=[C:9]2[C:4]([C:5]([C:11]#[N:12])=[CH:6][CH:7]=[CH:8]2)=[N:3]1. The catalyst is CO.N.[Ni]. The product is [CH3:1][N:2]1[CH:10]=[C:9]2[C:4]([C:5]([CH2:11][NH2:12])=[CH:6][CH:7]=[CH:8]2)=[N:3]1. The yield is 1.00. (5) The reactants are [NH2:1][CH2:2][CH2:3][C:4]1[N:5]=[C:6]([NH:9][C:10]([NH:12][C:13]2[CH:18]=[CH:17][C:16]([CH3:19])=[CH:15][C:14]=2[C:20]([CH:22]2[CH2:26][CH2:25][CH2:24][CH2:23]2)=[O:21])=[O:11])[S:7][CH:8]=1.C1(=O)[O:32][C:30](=[O:31])[CH2:29][CH2:28]1. The catalyst is C(Cl)Cl. The product is [CH:22]1([C:20]([C:14]2[CH:15]=[C:16]([CH3:19])[CH:17]=[CH:18][C:13]=2[NH:12][C:10](=[O:11])[NH:9][C:6]2[S:7][CH:8]=[C:4]([CH2:3][CH2:2][NH:1][CH2:28][CH2:29][C:30]([OH:32])=[O:31])[N:5]=2)=[O:21])[CH2:23][CH2:24][CH2:25][CH2:26]1. The yield is 0.530. (6) The reactants are [Br:1][C:2]1[CH:3]=[C:4]([C:8]2([C:16]3[CH:21]=[CH:20][C:19]([O:22]C)=[CH:18][CH:17]=3)[NH:12][C:11](=[S:13])[N:10]([CH3:14])[C:9]2=[O:15])[CH:5]=[N:6][CH:7]=1.B(Br)(Br)Br.O.[OH-].[NH4+]. The catalyst is ClCCl. The product is [Br:1][C:2]1[CH:3]=[C:4]([C:8]2([C:16]3[CH:21]=[CH:20][C:19]([OH:22])=[CH:18][CH:17]=3)[NH:12][C:11](=[S:13])[N:10]([CH3:14])[C:9]2=[O:15])[CH:5]=[N:6][CH:7]=1. The yield is 0.970. (7) The yield is 0.350. The catalyst is C1COCC1. The reactants are [F:1][C:2]1[CH:7]=[CH:6][C:5]([CH2:8][CH2:9][CH3:10])=[CH:4][C:3]=1[C:11]1[N:16]=[C:15]([C:17]([O:19]C)=[O:18])[CH:14]=[CH:13][CH:12]=1.[OH-].[Li+]. The product is [F:1][C:2]1[CH:7]=[CH:6][C:5]([CH2:8][CH2:9][CH3:10])=[CH:4][C:3]=1[C:11]1[N:16]=[C:15]([C:17]([OH:19])=[O:18])[CH:14]=[CH:13][CH:12]=1.